From a dataset of Catalyst prediction with 721,799 reactions and 888 catalyst types from USPTO. Predict which catalyst facilitates the given reaction. (1) Reactant: [C:1]([O:4][C@@H:5]1[C@@H:10]([O:11][C:12](=[O:14])[CH3:13])[C@H:9]([O:15][C:16](=[O:18])[CH3:17])[C@@H:8]([CH2:19][O:20][C:21](=[O:23])[CH3:22])[O:7][C@H:6]1[O:24][C:25]1[C:29]([CH2:30][C:31]2[CH:36]=[CH:35][C:34](Br)=[CH:33][CH:32]=2)=[C:28]([CH:38]([CH3:40])[CH3:39])[NH:27][N:26]=1)(=[O:3])[CH3:2].[C:41]([OH:46])(=[O:45])[CH2:42][CH:43]=[CH2:44].C(N(CC)CC)C.CC1C=CC=CC=1P(C1C=CC=CC=1C)C1C=CC=CC=1C. Product: [C:1]([O:4][C@@H:5]1[C@@H:10]([O:11][C:12](=[O:14])[CH3:13])[C@H:9]([O:15][C:16](=[O:18])[CH3:17])[C@@H:8]([CH2:19][O:20][C:21](=[O:23])[CH3:22])[O:7][C@H:6]1[O:24][C:25]1[C:29]([CH2:30][C:31]2[CH:36]=[CH:35][C:34](/[CH:44]=[CH:43]/[CH2:42][C:41]([OH:46])=[O:45])=[CH:33][CH:32]=2)=[C:28]([CH:38]([CH3:40])[CH3:39])[NH:27][N:26]=1)(=[O:3])[CH3:2]. The catalyst class is: 524. (2) Reactant: [C:1]([O:5][C:6]([N:8]1[CH2:15][CH2:14][CH2:13][C@H:9]1[C:10]([OH:12])=O)=[O:7])([CH3:4])([CH3:3])[CH3:2].[N:16]1([C:21]2[CH:26]=[CH:25][C:24]([C:27]([F:30])([F:29])[F:28])=[CH:23][C:22]=2[CH2:31][NH2:32])[CH:20]=[N:19][N:18]=[N:17]1.C(Cl)CCl.C1C=NC2N(O)N=NC=2C=1. Product: [C:1]([O:5][C:6]([N:8]1[CH2:15][CH2:14][CH2:13][C@H:9]1[C:10]([NH:32][CH2:31][C:22]1[CH:23]=[C:24]([C:27]([F:28])([F:29])[F:30])[CH:25]=[CH:26][C:21]=1[N:16]1[CH:20]=[N:19][N:18]=[N:17]1)=[O:12])=[O:7])([CH3:2])([CH3:3])[CH3:4]. The catalyst class is: 3. (3) Reactant: [CH2:1]([N:8]1[CH:12]=[CH:11][N:10]=[C:9]1[N+:13]([O-])=O)[C:2]1[CH:7]=[CH:6][CH:5]=[CH:4][CH:3]=1.[Cl-].[NH4+]. Product: [CH2:1]([N:8]1[CH:12]=[CH:11][N:10]=[C:9]1[NH2:13])[C:2]1[CH:3]=[CH:4][CH:5]=[CH:6][CH:7]=1. The catalyst class is: 292.